From a dataset of Catalyst prediction with 721,799 reactions and 888 catalyst types from USPTO. Predict which catalyst facilitates the given reaction. (1) Reactant: [CH:1]1([OH:6])[CH2:5][CH2:4][CH2:3][CH2:2]1.[H-].[Na+].Cl[C:10]1[N:20]=[C:19]([NH:21][C:22]2[CH:27]=[CH:26][C:25]([N:28]3[CH2:33][CH2:32][N:31](C(OC(C)(C)C)=O)[CH2:30][CH2:29]3)=[CH:24][C:23]=2[O:41][CH3:42])[C:13]2[C:14](=[O:18])[NH:15][N:16]=[CH:17][C:12]=2[CH:11]=1. Product: [CH:1]1([O:6][C:10]2[N:20]=[C:19]([NH:21][C:22]3[CH:27]=[CH:26][C:25]([N:28]4[CH2:29][CH2:30][NH:31][CH2:32][CH2:33]4)=[CH:24][C:23]=3[O:41][CH3:42])[C:13]3=[C:14]([OH:18])[N:15]=[N:16][CH:17]=[C:12]3[CH:11]=2)[CH2:5][CH2:4][CH2:3][CH2:2]1. The catalyst class is: 7. (2) Reactant: [Br:1][C:2]1[C:7]([NH2:8])=[CH:6][CH:5]=[CH:4][N:3]=1.[CH3:9][C:10]([O:13][C:14](O[C:14]([O:13][C:10]([CH3:12])([CH3:11])[CH3:9])=[O:15])=[O:15])([CH3:12])[CH3:11].C([O-])([O-])=O.[K+].[K+].CO. Product: [Br:1][C:2]1[C:7]([NH:8][C:14](=[O:15])[O:13][C:10]([CH3:12])([CH3:11])[CH3:9])=[CH:6][CH:5]=[CH:4][N:3]=1. The catalyst class is: 230.